Dataset: NCI-60 drug combinations with 297,098 pairs across 59 cell lines. Task: Regression. Given two drug SMILES strings and cell line genomic features, predict the synergy score measuring deviation from expected non-interaction effect. (1) Drug 1: CN1C(=O)N2C=NC(=C2N=N1)C(=O)N. Drug 2: CC1=C(C=C(C=C1)NC(=O)C2=CC=C(C=C2)CN3CCN(CC3)C)NC4=NC=CC(=N4)C5=CN=CC=C5. Cell line: U251. Synergy scores: CSS=16.1, Synergy_ZIP=-6.63, Synergy_Bliss=-3.89, Synergy_Loewe=1.37, Synergy_HSA=1.60. (2) Drug 1: C1=CC(=CC=C1CCCC(=O)O)N(CCCl)CCCl. Drug 2: C1CC(=O)NC(=O)C1N2C(=O)C3=CC=CC=C3C2=O. Cell line: OVCAR3. Synergy scores: CSS=6.47, Synergy_ZIP=-4.58, Synergy_Bliss=2.33, Synergy_Loewe=-11.2, Synergy_HSA=-6.36. (3) Drug 1: C1CCC(C1)C(CC#N)N2C=C(C=N2)C3=C4C=CNC4=NC=N3. Drug 2: CS(=O)(=O)OCCCCOS(=O)(=O)C. Cell line: SF-539. Synergy scores: CSS=4.59, Synergy_ZIP=-3.40, Synergy_Bliss=-4.36, Synergy_Loewe=-5.98, Synergy_HSA=-3.94. (4) Drug 1: CC1=C2C(C(=O)C3(C(CC4C(C3C(C(C2(C)C)(CC1OC(=O)C(C(C5=CC=CC=C5)NC(=O)C6=CC=CC=C6)O)O)OC(=O)C7=CC=CC=C7)(CO4)OC(=O)C)O)C)OC(=O)C. Drug 2: CNC(=O)C1=NC=CC(=C1)OC2=CC=C(C=C2)NC(=O)NC3=CC(=C(C=C3)Cl)C(F)(F)F. Cell line: A549. Synergy scores: CSS=33.1, Synergy_ZIP=16.8, Synergy_Bliss=18.1, Synergy_Loewe=18.2, Synergy_HSA=16.4. (5) Drug 1: COC1=CC(=CC(=C1O)OC)C2C3C(COC3=O)C(C4=CC5=C(C=C24)OCO5)OC6C(C(C7C(O6)COC(O7)C8=CC=CS8)O)O. Drug 2: CCCS(=O)(=O)NC1=C(C(=C(C=C1)F)C(=O)C2=CNC3=C2C=C(C=N3)C4=CC=C(C=C4)Cl)F. Cell line: RPMI-8226. Synergy scores: CSS=55.1, Synergy_ZIP=5.34, Synergy_Bliss=6.61, Synergy_Loewe=-27.4, Synergy_HSA=4.51. (6) Drug 1: CCC1=CC2CC(C3=C(CN(C2)C1)C4=CC=CC=C4N3)(C5=C(C=C6C(=C5)C78CCN9C7C(C=CC9)(C(C(C8N6C)(C(=O)OC)O)OC(=O)C)CC)OC)C(=O)OC.C(C(C(=O)O)O)(C(=O)O)O. Drug 2: CC(C)(C#N)C1=CC(=CC(=C1)CN2C=NC=N2)C(C)(C)C#N. Cell line: MDA-MB-231. Synergy scores: CSS=32.3, Synergy_ZIP=-9.47, Synergy_Bliss=-2.84, Synergy_Loewe=-6.56, Synergy_HSA=-1.87. (7) Drug 1: CC1C(C(CC(O1)OC2CC(CC3=C2C(=C4C(=C3O)C(=O)C5=C(C4=O)C(=CC=C5)OC)O)(C(=O)C)O)N)O.Cl. Drug 2: B(C(CC(C)C)NC(=O)C(CC1=CC=CC=C1)NC(=O)C2=NC=CN=C2)(O)O. Cell line: HOP-62. Synergy scores: CSS=0.180, Synergy_ZIP=-4.30, Synergy_Bliss=-8.66, Synergy_Loewe=-12.3, Synergy_HSA=-12.5. (8) Drug 1: CC=C1C(=O)NC(C(=O)OC2CC(=O)NC(C(=O)NC(CSSCCC=C2)C(=O)N1)C(C)C)C(C)C. Drug 2: COCCOC1=C(C=C2C(=C1)C(=NC=N2)NC3=CC=CC(=C3)C#C)OCCOC.Cl. Cell line: HOP-62. Synergy scores: CSS=51.1, Synergy_ZIP=-0.0299, Synergy_Bliss=-5.03, Synergy_Loewe=-60.7, Synergy_HSA=-6.21. (9) Drug 1: COC1=CC(=CC(=C1O)OC)C2C3C(COC3=O)C(C4=CC5=C(C=C24)OCO5)OC6C(C(C7C(O6)COC(O7)C8=CC=CS8)O)O. Drug 2: C1=CC=C(C(=C1)C(C2=CC=C(C=C2)Cl)C(Cl)Cl)Cl. Cell line: SK-MEL-5. Synergy scores: CSS=19.7, Synergy_ZIP=-10.1, Synergy_Bliss=-4.58, Synergy_Loewe=-17.1, Synergy_HSA=-4.29.